This data is from TCR-epitope binding with 47,182 pairs between 192 epitopes and 23,139 TCRs. The task is: Binary Classification. Given a T-cell receptor sequence (or CDR3 region) and an epitope sequence, predict whether binding occurs between them. The epitope is LLWNGPMAV. The TCR CDR3 sequence is CSAPTSGGHNEQFF. Result: 1 (the TCR binds to the epitope).